Task: Predict the product of the given reaction.. Dataset: Forward reaction prediction with 1.9M reactions from USPTO patents (1976-2016) (1) Given the reactants [F:1][C:2]1[CH:7]=[CH:6][C:5]([OH:8])=[CH:4][CH:3]=1.F[C:10]1([N+:16]([O-:18])=[O:17])[CH:15]=[CH:14][CH:13]=[CH:12][CH2:11]1.C([O-])([O-])=O.[K+].[K+].CN(C=O)C, predict the reaction product. The product is: [F:1][C:2]1[CH:7]=[CH:6][C:5]([O:8][C:13]2[CH:14]=[CH:15][C:10]([N+:16]([O-:18])=[O:17])=[CH:11][CH:12]=2)=[CH:4][CH:3]=1. (2) Given the reactants Cl[C:2]1[N:6]=[C:5]([CH:7]2[CH2:12][CH:11]([C:13]3[CH:18]=[CH:17][C:16]([C:19]([F:22])([F:21])[F:20])=[CH:15][CH:14]=3)[CH2:10][N:9]([C:23]([N:25]3[CH2:30][CH2:29][O:28][CH2:27][CH2:26]3)=[O:24])[CH2:8]2)[O:4][N:3]=1.[CH:31]([NH2:34])([CH3:33])[CH3:32], predict the reaction product. The product is: [CH:31]([NH:34][C:2]1[N:6]=[C:5]([CH:7]2[CH2:12][CH:11]([C:13]3[CH:18]=[CH:17][C:16]([C:19]([F:22])([F:21])[F:20])=[CH:15][CH:14]=3)[CH2:10][N:9]([C:23]([N:25]3[CH2:30][CH2:29][O:28][CH2:27][CH2:26]3)=[O:24])[CH2:8]2)[O:4][N:3]=1)([CH3:33])[CH3:32].